This data is from Forward reaction prediction with 1.9M reactions from USPTO patents (1976-2016). The task is: Predict the product of the given reaction. (1) Given the reactants [NH2:1][C:2]1[NH:3][C:4](=[O:22])[C:5]2[C:10]([CH2:11][CH2:12][C:13]3[CH:21]=[CH:20][C:16]([C:17]([OH:19])=[O:18])=[CH:15][CH:14]=3)=[CH:9][NH:8][C:6]=2[N:7]=1.[OH-].[Na+:24].Cl, predict the reaction product. The product is: [Na+:24].[NH2:1][C:2]1[NH:3][C:4](=[O:22])[C:5]2[C:10]([CH2:11][CH2:12][C:13]3[CH:21]=[CH:20][C:16]([C:17]([O-:19])=[O:18])=[CH:15][CH:14]=3)=[CH:9][NH:8][C:6]=2[N:7]=1. (2) Given the reactants [CH:1]([C:3]1[CH:4]=[C:5]2[C:10](=[CH:11][CH:12]=1)[N:9]=[CH:8][C:7]([C:13]#[N:14])=[C:6]2[O:15][CH2:16][CH:17]([CH3:19])[CH3:18])=O.[CH:20]1([NH:23][C:24]2[S:25][CH2:26][C:27](=[O:29])[N:28]=2)[CH2:22][CH2:21]1.C([O-])(=O)C.[Na+], predict the reaction product. The product is: [CH:20]1([NH:23][C:24]2[S:25]/[C:26](=[CH:1]\[C:3]3[CH:4]=[C:5]4[C:10](=[CH:11][CH:12]=3)[N:9]=[CH:8][C:7]([C:13]#[N:14])=[C:6]4[O:15][CH2:16][CH:17]([CH3:19])[CH3:18])/[C:27](=[O:29])[N:28]=2)[CH2:22][CH2:21]1. (3) Given the reactants [C:1]([O:5][C:6](=[O:27])[N:7]([C:9]1[CH:14]=[CH:13][CH:12]=[C:11]([O:15][C:16]2[CH:21]=[CH:20][C:19]([Cl:22])=[C:18]([F:23])[CH:17]=2)[C:10]=1[N+]([O-])=O)[CH3:8])([CH3:4])([CH3:3])[CH3:2].[Cl-].[NH4+:29], predict the reaction product. The product is: [C:1]([O:5][C:6](=[O:27])[N:7]([C:9]1[CH:10]=[C:11]([O:15][C:16]2[CH:21]=[CH:20][C:19]([Cl:22])=[C:18]([F:23])[CH:17]=2)[CH:12]=[CH:13][C:14]=1[NH2:29])[CH3:8])([CH3:4])([CH3:3])[CH3:2]. (4) Given the reactants C[O:2][C:3]1[CH:8]=[CH:7][C:6]([C:9]2[O:10][C:11]3[CH:17]=[CH:16][C:15]([C:18]([F:21])([F:20])[F:19])=[CH:14][C:12]=3[CH:13]=2)=[CH:5][CH:4]=1.Cl.N1C=CC=CC=1, predict the reaction product. The product is: [F:21][C:18]([F:19])([F:20])[C:15]1[CH:16]=[CH:17][C:11]2[O:10][C:9]([C:6]3[CH:5]=[CH:4][C:3]([OH:2])=[CH:8][CH:7]=3)=[CH:13][C:12]=2[CH:14]=1. (5) Given the reactants [NH2:1][C:2]1[O:6][N:5]=[C:4]([CH3:7])[C:3]=1[Br:8].[F:9][C:10]([F:22])([F:21])[C:11]1[CH:12]=[C:13]([S:17](Cl)(=[O:19])=[O:18])[CH:14]=[CH:15][CH:16]=1, predict the reaction product. The product is: [F:22][C:10]([F:9])([F:21])[C:11]1[CH:12]=[C:13]([S:17]([NH:1][C:2]2[O:6][N:5]=[C:4]([CH3:7])[C:3]=2[Br:8])(=[O:18])=[O:19])[CH:14]=[CH:15][CH:16]=1. (6) Given the reactants [Cl:1][C:2]1[CH:3]=[C:4]([C:9]([OH:18])([C:14]([F:17])([F:16])[F:15])[C:10]#[C:11][CH2:12]O)[CH:5]=[C:6]([Cl:8])[CH:7]=1.[CH2:19]([SnH:23]([CH2:28][CH2:29][CH2:30][CH3:31])[CH2:24][CH2:25][CH2:26][CH3:27])[CH2:20][CH2:21][CH3:22], predict the reaction product. The product is: [CH2:28]([Sn:23]([CH2:19][CH2:20][CH2:21][CH3:22])([CH2:24][CH2:25][CH2:26][CH3:27])[C:11]1[CH2:12][O:18][C:9]([C:4]2[CH:5]=[C:6]([Cl:8])[CH:7]=[C:2]([Cl:1])[CH:3]=2)([C:14]([F:15])([F:16])[F:17])[CH:10]=1)[CH2:29][CH2:30][CH3:31]. (7) Given the reactants [OH:1][C:2]1[CH:11]=[CH:10][C:5]2[C:6](=[O:9])[CH2:7][O:8][C:4]=2[C:3]=1[I:12].[C:13](=O)([O-])[O-].[K+].[K+].CI.O, predict the reaction product. The product is: [I:12][C:3]1[C:4]2[O:8][CH2:7][C:6](=[O:9])[C:5]=2[CH:10]=[CH:11][C:2]=1[O:1][CH3:13]. (8) Given the reactants C(OC1C=CN(CC(C2C=CC(CO)=CC=2)=O)C(=O)C=1)C1C=CC=CC=1.[CH2:27]([O:34][C:35]1[CH:40]=[N:39][NH:38][C:37](=[O:41])[CH:36]=1)[C:28]1[CH:33]=[CH:32][CH:31]=[CH:30][CH:29]=1.Br[CH2:43][C:44]([C:46]1[CH:51]=[CH:50][C:49]([CH:52]([OH:54])[CH3:53])=[CH:48][CH:47]=1)=[O:45], predict the reaction product. The product is: [CH2:27]([O:34][C:35]1[CH:40]=[N:39][N:38]([CH2:43][C:44]([C:46]2[CH:51]=[CH:50][C:49]([CH:52]([OH:54])[CH3:53])=[CH:48][CH:47]=2)=[O:45])[C:37](=[O:41])[CH:36]=1)[C:28]1[CH:33]=[CH:32][CH:31]=[CH:30][CH:29]=1.